From a dataset of Forward reaction prediction with 1.9M reactions from USPTO patents (1976-2016). Predict the product of the given reaction. (1) Given the reactants [Cl-].O[NH3+:3].[C:4](=[O:7])([O-])[OH:5].[Na+].CS(C)=O.[CH2:13]([C:15]1[N:16]([C:40]2[CH:45]=[CH:44][C:43]([O:46][C:47]([CH3:53])([CH3:52])[C:48]([OH:51])([CH3:50])[CH3:49])=[CH:42][CH:41]=2)[C:17](=[O:39])[C:18]([CH2:24][C:25]2[CH:30]=[CH:29][C:28]([C:31]3[C:32]([C:37]#[N:38])=[CH:33][CH:34]=[CH:35][CH:36]=3)=[CH:27][CH:26]=2)=[C:19]([CH2:21][CH2:22][CH3:23])[N:20]=1)[CH3:14], predict the reaction product. The product is: [CH2:13]([C:15]1[N:16]([C:40]2[CH:41]=[CH:42][C:43]([O:46][C:47]([CH3:53])([CH3:52])[C:48]([OH:51])([CH3:50])[CH3:49])=[CH:44][CH:45]=2)[C:17](=[O:39])[C:18]([CH2:24][C:25]2[CH:26]=[CH:27][C:28]([C:31]3[CH:36]=[CH:35][CH:34]=[CH:33][C:32]=3[C:37]3[NH:3][C:4](=[O:7])[O:5][N:38]=3)=[CH:29][CH:30]=2)=[C:19]([CH2:21][CH2:22][CH3:23])[N:20]=1)[CH3:14]. (2) Given the reactants [Cl:1][C:2]1[C:7]([C:8]2[CH:13]=[CH:12][N:11]=[CH:10][C:9]=2[NH:14][CH3:15])=[CH:6][C:5]([F:16])=[CH:4][N:3]=1.CCN(CC)CC.[F:24][C:25]([F:40])([F:39])[C:26]1[CH:27]=[C:28]([CH:32]=[C:33]([C:35]([F:38])([F:37])[F:36])[CH:34]=1)[C:29](Cl)=[O:30], predict the reaction product. The product is: [Cl:1][C:2]1[C:7]([C:8]2[CH:13]=[CH:12][N:11]=[CH:10][C:9]=2[N:14]([CH3:15])[C:29](=[O:30])[C:28]2[CH:27]=[C:26]([C:25]([F:40])([F:39])[F:24])[CH:34]=[C:33]([C:35]([F:38])([F:37])[F:36])[CH:32]=2)=[CH:6][C:5]([F:16])=[CH:4][N:3]=1.